Dataset: Reaction yield outcomes from USPTO patents with 853,638 reactions. Task: Predict the reaction yield, written as a fraction of the theoretical maximum amount of product (1.0 means a 100% yield; for example, 0.34 means a 34% yield). (1) The reactants are [CH:1]([N:4]1[C:8]([C:9]2[S:10][C:11]3[CH2:12][CH2:13][O:14][C:15]4[CH:22]=[C:21]([CH:23]=O)[CH:20]=[CH:19][C:16]=4[C:17]=3[N:18]=2)=[N:7][CH:6]=[N:5]1)([CH3:3])[CH3:2].[NH2:25][C:26]1[CH:30]=[CH:29][O:28][N:27]=1. No catalyst specified. The product is [CH:1]([N:4]1[C:8]([C:9]2[S:10][C:11]3[CH2:12][CH2:13][O:14][C:15]4[CH:22]=[C:21]([CH2:23][NH:25][C:26]5[CH:30]=[CH:29][O:28][N:27]=5)[CH:20]=[CH:19][C:16]=4[C:17]=3[N:18]=2)=[N:7][CH:6]=[N:5]1)([CH3:3])[CH3:2]. The yield is 0.520. (2) The reactants are [CH2:1]([N:3]1[CH2:8][CH2:7][CH2:6][CH:5](CO)[CH2:4]1)[CH3:2].[CH2:11]([S:13]([C:16]1[CH:17]=[C:18]([C:22]2[C:27]3[C:28]4[CH:34]=[C:33]([CH3:35])[CH:32]=[N:31][C:29]=4[NH:30][C:26]=3[C:25]([O:36][CH2:37]CCN(C)C)=[N:24][CH:23]=2)[CH:19]=[CH:20][CH:21]=1)(=[O:15])=[O:14])[CH3:12]. No catalyst specified. The product is [CH2:11]([S:13]([C:16]1[CH:17]=[C:18]([C:22]2[C:27]3[C:28]4[CH:34]=[C:33]([CH3:35])[CH:32]=[N:31][C:29]=4[NH:30][C:26]=3[C:25]([O:36][CH2:37][CH:6]3[CH2:5][CH2:4][N:3]([CH2:1][CH3:2])[CH2:8][CH2:7]3)=[N:24][CH:23]=2)[CH:19]=[CH:20][CH:21]=1)(=[O:14])=[O:15])[CH3:12]. The yield is 0.240. (3) The reactants are C(OC(=O)[NH:7][C:8]1[CH:13]=[CH:12][C:11]([NH:14][C:15]([C:17]2[CH:22]=[C:21]([CH3:23])[C:20](=[O:24])[N:19]([CH3:25])[CH:18]=2)=O)=[C:10]([NH:26][CH2:27][C:28]2[CH:33]=[CH:32][CH:31]=[CH:30][CH:29]=2)[CH:9]=1)(C)(C)C.[C:35](O)(=[O:37])[CH3:36]. No catalyst specified. The product is [CH2:27]([N:26]1[C:10]2[CH:9]=[C:8]([NH:7][C:35](=[O:37])[CH3:36])[CH:13]=[CH:12][C:11]=2[N:14]=[C:15]1[C:17]1[CH:22]=[C:21]([CH3:23])[C:20](=[O:24])[N:19]([CH3:25])[CH:18]=1)[C:28]1[CH:29]=[CH:30][CH:31]=[CH:32][CH:33]=1. The yield is 0.900. (4) The catalyst is CO. The product is [CH2:12]([NH:1][CH2:2][CH2:3][NH:4][C:5](=[O:11])[O:6][C:7]([CH3:8])([CH3:10])[CH3:9])[C:13]1[CH:18]=[CH:17][CH:16]=[CH:15][CH:14]=1. The yield is 0.920. The reactants are [NH2:1][CH2:2][CH2:3][NH:4][C:5](=[O:11])[O:6][C:7]([CH3:10])([CH3:9])[CH3:8].[CH:12](=O)[C:13]1[CH:18]=[CH:17][CH:16]=[CH:15][CH:14]=1.[BH4-].[Na+].